This data is from hERG Central: cardiac toxicity at 1µM, 10µM, and general inhibition. The task is: Predict hERG channel inhibition at various concentrations. (1) The compound is O=C(NCC1CCCO1)C1CCN(C2CCN(CCCC3CCCC3)CC2)CC1. Results: hERG_inhib (hERG inhibition (general)): blocker. (2) The drug is CCCCCC(=O)Nc1cc(N(C)C)nc2ccccc12. Results: hERG_inhib (hERG inhibition (general)): blocker. (3) The drug is CCCCCC[N+](C)(C)CC/C=C1/c2ccccc2Sc2ccc(Cl)cc21.[Br-]. Results: hERG_inhib (hERG inhibition (general)): blocker.